This data is from Peptide-MHC class I binding affinity with 185,985 pairs from IEDB/IMGT. The task is: Regression. Given a peptide amino acid sequence and an MHC pseudo amino acid sequence, predict their binding affinity value. This is MHC class I binding data. (1) The peptide sequence is SPREECGVF. The MHC is HLA-B38:01 with pseudo-sequence HLA-B38:01. The binding affinity (normalized) is 0.0847. (2) The peptide sequence is MNFKRRGGIGD. The MHC is Mamu-B03 with pseudo-sequence Mamu-B03. The binding affinity (normalized) is 0.